Dataset: NCI-60 drug combinations with 297,098 pairs across 59 cell lines. Task: Regression. Given two drug SMILES strings and cell line genomic features, predict the synergy score measuring deviation from expected non-interaction effect. (1) Drug 1: CC1=C2C(C(=O)C3(C(CC4C(C3C(C(C2(C)C)(CC1OC(=O)C(C(C5=CC=CC=C5)NC(=O)OC(C)(C)C)O)O)OC(=O)C6=CC=CC=C6)(CO4)OC(=O)C)O)C)O. Drug 2: C1CCC(C(C1)N)N.C(=O)(C(=O)[O-])[O-].[Pt+4]. Cell line: IGROV1. Synergy scores: CSS=4.55, Synergy_ZIP=-0.427, Synergy_Bliss=0.135, Synergy_Loewe=-2.37, Synergy_HSA=-2.12. (2) Drug 1: C1CCC(C1)C(CC#N)N2C=C(C=N2)C3=C4C=CNC4=NC=N3. Drug 2: C(=O)(N)NO. Cell line: SNB-19. Synergy scores: CSS=1.20, Synergy_ZIP=2.79, Synergy_Bliss=2.22, Synergy_Loewe=-0.137, Synergy_HSA=-0.684. (3) Drug 1: C1=CC(=CC=C1C#N)C(C2=CC=C(C=C2)C#N)N3C=NC=N3. Drug 2: CC1=C2C(C(=O)C3(C(CC4C(C3C(C(C2(C)C)(CC1OC(=O)C(C(C5=CC=CC=C5)NC(=O)OC(C)(C)C)O)O)OC(=O)C6=CC=CC=C6)(CO4)OC(=O)C)O)C)O. Cell line: HCT116. Synergy scores: CSS=-6.57, Synergy_ZIP=6.48, Synergy_Bliss=4.80, Synergy_Loewe=-3.75, Synergy_HSA=-6.60. (4) Drug 1: C1=CC(=CC=C1CCC2=CNC3=C2C(=O)NC(=N3)N)C(=O)NC(CCC(=O)O)C(=O)O. Drug 2: CC1=CC2C(CCC3(C2CCC3(C(=O)C)OC(=O)C)C)C4(C1=CC(=O)CC4)C. Cell line: MDA-MB-231. Synergy scores: CSS=0.235, Synergy_ZIP=0.0147, Synergy_Bliss=1.46, Synergy_Loewe=-30.8, Synergy_HSA=-8.12. (5) Drug 1: CC1=C2C(C(=O)C3(C(CC4C(C3C(C(C2(C)C)(CC1OC(=O)C(C(C5=CC=CC=C5)NC(=O)OC(C)(C)C)O)O)OC(=O)C6=CC=CC=C6)(CO4)OC(=O)C)OC)C)OC. Drug 2: CC1CCC2CC(C(=CC=CC=CC(CC(C(=O)C(C(C(=CC(C(=O)CC(OC(=O)C3CCCCN3C(=O)C(=O)C1(O2)O)C(C)CC4CCC(C(C4)OC)O)C)C)O)OC)C)C)C)OC. Cell line: SK-MEL-2. Synergy scores: CSS=46.3, Synergy_ZIP=-3.39, Synergy_Bliss=-1.27, Synergy_Loewe=-0.910, Synergy_HSA=4.67.